Predict the reactants needed to synthesize the given product. From a dataset of Retrosynthesis with 50K atom-mapped reactions and 10 reaction types from USPTO. (1) Given the product CCOC(=O)CCC=C[C@H]1CC[C@H](c2cccc(F)c2F)CC1, predict the reactants needed to synthesize it. The reactants are: CCOC(=O)CCC[P+](c1ccccc1)(c1ccccc1)c1ccccc1.O=C[C@H]1CC[C@H](c2cccc(F)c2F)CC1. (2) Given the product COc1ccccc1C(=O)NCCC(=O)O, predict the reactants needed to synthesize it. The reactants are: COc1ccccc1C(=O)Cl.NCCC(=O)O. (3) Given the product CCCC(C(=O)O)c1c(C)nc2c(C)c(C(C)(C)C)nn2c1-c1ccc(C)cc1, predict the reactants needed to synthesize it. The reactants are: CCCC(C(=O)OC)c1c(C)nc2c(C)c(C(C)(C)C)nn2c1-c1ccc(C)cc1. (4) Given the product Nc1nccc(N2CCCC2)n1, predict the reactants needed to synthesize it. The reactants are: C1CCNC1.Nc1nccc(Cl)n1. (5) Given the product CCCc1c(OCCCCCC(=O)OC)ccc(C(C)=O)c1OCCOCCOS(C)(=O)=O, predict the reactants needed to synthesize it. The reactants are: CCCc1c(OCCCCCC(=O)OC)ccc(C(C)=O)c1O.CS(=O)(=O)OCCOCCOS(C)(=O)=O. (6) Given the product CNS(=O)(=O)c1ccccc1Cl, predict the reactants needed to synthesize it. The reactants are: CN.O=S(=O)(Cl)c1ccccc1Cl.